This data is from NCI-60 drug combinations with 297,098 pairs across 59 cell lines. The task is: Regression. Given two drug SMILES strings and cell line genomic features, predict the synergy score measuring deviation from expected non-interaction effect. (1) Drug 1: C1CCC(C(C1)N)N.C(=O)(C(=O)[O-])[O-].[Pt+4]. Drug 2: CC1C(C(CC(O1)OC2CC(CC3=C2C(=C4C(=C3O)C(=O)C5=C(C4=O)C(=CC=C5)OC)O)(C(=O)CO)O)N)O.Cl. Cell line: MDA-MB-231. Synergy scores: CSS=28.6, Synergy_ZIP=-6.84, Synergy_Bliss=-9.85, Synergy_Loewe=-14.4, Synergy_HSA=-7.46. (2) Drug 1: C1=C(C(=O)NC(=O)N1)F. Drug 2: CC1=C2C(C(=O)C3(C(CC4C(C3C(C(C2(C)C)(CC1OC(=O)C(C(C5=CC=CC=C5)NC(=O)C6=CC=CC=C6)O)O)OC(=O)C7=CC=CC=C7)(CO4)OC(=O)C)O)C)OC(=O)C. Cell line: MDA-MB-231. Synergy scores: CSS=22.1, Synergy_ZIP=-14.7, Synergy_Bliss=-10.4, Synergy_Loewe=-7.33, Synergy_HSA=-2.84. (3) Drug 1: CS(=O)(=O)C1=CC(=C(C=C1)C(=O)NC2=CC(=C(C=C2)Cl)C3=CC=CC=N3)Cl. Drug 2: C(CN)CNCCSP(=O)(O)O. Cell line: SF-268. Synergy scores: CSS=5.02, Synergy_ZIP=1.68, Synergy_Bliss=6.19, Synergy_Loewe=2.26, Synergy_HSA=2.73.